This data is from Full USPTO retrosynthesis dataset with 1.9M reactions from patents (1976-2016). The task is: Predict the reactants needed to synthesize the given product. Given the product [C:1]([O:5][C:6]([N:8]1[C:16]2[C:11](=[CH:12][C:13]([CH:17]=[CH:18][CH2:19][N:23]3[CH2:24][CH2:25][O:30][CH2:21][CH2:22]3)=[CH:14][CH:15]=2)[CH:10]=[CH:9]1)=[O:7])([CH3:4])([CH3:2])[CH3:3].[C:1]([O:5][C:6]([N:8]1[C:16]2[C:11](=[CH:12][CH:13]=[C:14]([CH:37]=[CH:38][CH2:33][N:39]3[CH2:40][CH2:41][O:42][CH2:26][CH2:27]3)[CH:15]=2)[CH:10]=[CH:9]1)=[O:7])([CH3:2])([CH3:3])[CH3:4], predict the reactants needed to synthesize it. The reactants are: [C:1]([O:5][C:6]([N:8]1[C:16]2[C:11](=[CH:12][C:13]([CH:17]=[CH:18][CH2:19]O)=[CH:14][CH:15]=2)[CH:10]=[CH:9]1)=[O:7])([CH3:4])([CH3:3])[CH3:2].[CH3:21][CH2:22][N:23]([CH2:26][CH3:27])[CH2:24][CH3:25].CS(Cl)(=O)=[O:30].[CH:33]1([NH:39][CH3:40])[CH2:38][CH2:37]CCC1.[C:41]([O-])(O)=[O:42].[Na+].